Dataset: Catalyst prediction with 721,799 reactions and 888 catalyst types from USPTO. Task: Predict which catalyst facilitates the given reaction. Reactant: Cl.C(O[CH:5]([C:7]1[CH:8]=[C:9]2[C:13](=[CH:14][CH:15]=1)[NH:12][N:11]=[C:10]2[C:16]1[CH:21]=[CH:20][C:19]([F:22])=[CH:18][CH:17]=1)[NH2:6])C.[NH2:23][NH:24][C:25](=O)[CH2:26][N:27]1[CH2:32][CH2:31][CH:30]([OH:33])[CH2:29][CH2:28]1.C[O-].[Na+].Cl. Product: [F:22][C:19]1[CH:18]=[CH:17][C:16]([C:10]2[C:9]3[C:13](=[CH:14][CH:15]=[C:7]([C:5]4[NH:6][C:25]([CH2:26][N:27]5[CH2:32][CH2:31][CH:30]([OH:33])[CH2:29][CH2:28]5)=[N:24][N:23]=4)[CH:8]=3)[NH:12][N:11]=2)=[CH:21][CH:20]=1. The catalyst class is: 5.